This data is from Forward reaction prediction with 1.9M reactions from USPTO patents (1976-2016). The task is: Predict the product of the given reaction. (1) The product is: [CH2:5]([C:2]1[CH:7]=[C:6]([CH:5]=[CH:4][N:3]=1)[C:8]([OH:10])=[O:9])[CH:6]([CH3:8])[CH3:7]. Given the reactants Cl[C:2]1[CH:7]=[C:6]([C:8]([OH:10])=[O:9])[CH:5]=[CH:4][N:3]=1.Cl, predict the reaction product. (2) Given the reactants [N:1]1([C:6]2[CH:7]=[C:8]([CH:16]=[CH:17][CH:18]=2)[CH:9]=[C:10]2[CH2:15][CH2:14][NH:13][CH2:12][CH2:11]2)[CH:5]=[CH:4][CH:3]=[N:2]1.Br[CH2:20][CH2:21][O:22][C:23]1[CH:32]=[CH:31][CH:30]=[C:29]2[C:24]=1[CH:25]=[CH:26][C:27]([CH3:33])=[N:28]2, predict the reaction product. The product is: [CH3:33][C:27]1[CH:26]=[CH:25][C:24]2[C:29](=[CH:30][CH:31]=[CH:32][C:23]=2[O:22][CH2:21][CH2:20][N:13]2[CH2:14][CH2:15][C:10](=[CH:9][C:8]3[CH:16]=[CH:17][CH:18]=[C:6]([N:1]4[CH:5]=[CH:4][CH:3]=[N:2]4)[CH:7]=3)[CH2:11][CH2:12]2)[N:28]=1. (3) Given the reactants [CH:1]1([N:7]2[C:12](=[O:13])[C:11]([C:14]([NH:16][CH2:17][C:18]([O:20]CC)=[O:19])=[O:15])=[C:10]([OH:23])[C:9]([C:24]([O:26]C)=O)=[C:8]2[OH:28])[CH2:6][CH2:5][CH2:4][CH2:3][CH2:2]1.[CH:29]1([NH2:33])[CH2:32][CH2:31][CH2:30]1, predict the reaction product. The product is: [CH:29]1([NH:33][C:24]([C:9]2[C:10]([OH:23])=[C:11]([C:14]([NH:16][CH2:17][C:18]([OH:20])=[O:19])=[O:15])[C:12](=[O:13])[N:7]([CH:1]3[CH2:6][CH2:5][CH2:4][CH2:3][CH2:2]3)[C:8]=2[OH:28])=[O:26])[CH2:32][CH2:31][CH2:30]1.